From a dataset of Forward reaction prediction with 1.9M reactions from USPTO patents (1976-2016). Predict the product of the given reaction. Given the reactants [C:1]([C:5]1[CH:9]=[C:8]([NH:10][C:11]2[CH:20]=[CH:19][C:18]([CH2:21][CH3:22])=[CH:17][C:12]=2[C:13]([O:15]C)=[O:14])[N:7]([C:23]2[CH:28]=[CH:27][CH:26]=[CH:25][C:24]=2[CH3:29])[N:6]=1)([CH3:4])([CH3:3])[CH3:2].O.[OH-].[Li+].Cl, predict the reaction product. The product is: [C:1]([C:5]1[CH:9]=[C:8]([NH:10][C:11]2[CH:20]=[CH:19][C:18]([CH2:21][CH3:22])=[CH:17][C:12]=2[C:13]([OH:15])=[O:14])[N:7]([C:23]2[CH:28]=[CH:27][CH:26]=[CH:25][C:24]=2[CH3:29])[N:6]=1)([CH3:4])([CH3:2])[CH3:3].